Dataset: Catalyst prediction with 721,799 reactions and 888 catalyst types from USPTO. Task: Predict which catalyst facilitates the given reaction. (1) Reactant: [CH3:1][O:2][C:3]([C:5]1[N:9]=[CH:8][NH:7][N:6]=1)=[O:4].[C:10]1([C:16](Cl)([C:23]2[CH:28]=[CH:27][CH:26]=[CH:25][CH:24]=2)[C:17]2[CH:22]=[CH:21][CH:20]=[CH:19][CH:18]=2)[CH:15]=[CH:14][CH:13]=[CH:12][CH:11]=1.C(N(CC)CC)C. Product: [CH3:1][O:2][C:3]([C:5]1[N:9]=[CH:8][N:7]([C:16]([C:10]2[CH:15]=[CH:14][CH:13]=[CH:12][CH:11]=2)([C:23]2[CH:24]=[CH:25][CH:26]=[CH:27][CH:28]=2)[C:17]2[CH:18]=[CH:19][CH:20]=[CH:21][CH:22]=2)[N:6]=1)=[O:4]. The catalyst class is: 42. (2) Reactant: [C:1]1(=O)[C:6]2=[CH:7][N:8]=[CH:9][CH:10]=[C:5]2[CH2:4][CH2:3][O:2]1.COC1C=CC(P2(SP(C3C=CC(OC)=CC=3)(=S)S2)=[S:21])=CC=1. Product: [C:1]1(=[S:21])[C:6]2=[CH:7][N:8]=[CH:9][CH:10]=[C:5]2[CH2:4][CH2:3][O:2]1. The catalyst class is: 11. (3) Reactant: C(=O)=O.CC(C)=O.[Cl:8][C:9]1[CH:37]=[CH:36][C:12]2[N:13]([CH2:27][C:28]3[CH:33]=[CH:32][C:31]([O:34][CH3:35])=[CH:30][CH:29]=3)[C:14](=[O:26])[CH2:15][N:16]=[C:17]([C:18]3[CH:23]=[CH:22][C:21]([O:24][CH3:25])=[CH:20][CH:19]=3)[C:11]=2[CH:10]=1.CC([O-])(C)C.[K+].[Br:44][C:45]1[CH:46]=[C:47]([CH:50]=[CH:51][CH:52]=1)[CH2:48]Br. Product: [Br:44][C:45]1[CH:46]=[C:47]([CH:50]=[CH:51][CH:52]=1)[CH2:48][CH:15]1[C:14](=[O:26])[N:13]([CH2:27][C:28]2[CH:33]=[CH:32][C:31]([O:34][CH3:35])=[CH:30][CH:29]=2)[C:12]2[CH:36]=[CH:37][C:9]([Cl:8])=[CH:10][C:11]=2[C:17]([C:18]2[CH:23]=[CH:22][C:21]([O:24][CH3:25])=[CH:20][CH:19]=2)=[N:16]1. The catalyst class is: 1. (4) Reactant: [NH2:1][CH2:2][CH2:3][C:4]1[C:12]2[C:7](=[CH:8][CH:9]=[CH:10][CH:11]=2)[NH:6][CH:5]=1.[OH:13][C:14]1[CH:21]=[CH:20][C:17]([CH:18]=O)=[CH:16][CH:15]=1.FC(F)(F)C(O)=O. Product: [CH:18]1([C:17]2[CH:20]=[CH:21][C:14]([OH:13])=[CH:15][CH:16]=2)[C:5]2[NH:6][C:7]3[C:12](=[CH:11][CH:10]=[CH:9][CH:8]=3)[C:4]=2[CH2:3][CH2:2][NH:1]1. The catalyst class is: 2.